Dataset: Peptide-MHC class I binding affinity with 185,985 pairs from IEDB/IMGT. Task: Regression. Given a peptide amino acid sequence and an MHC pseudo amino acid sequence, predict their binding affinity value. This is MHC class I binding data. (1) The peptide sequence is EISSNDNAKI. The MHC is HLA-A68:02 with pseudo-sequence HLA-A68:02. The binding affinity (normalized) is 0.556. (2) The peptide sequence is YRFRKSSKK. The MHC is HLA-A02:01 with pseudo-sequence HLA-A02:01. The binding affinity (normalized) is 0.0847. (3) The peptide sequence is WASRELERF. The MHC is HLA-B51:01 with pseudo-sequence HLA-B51:01. The binding affinity (normalized) is 0. (4) The peptide sequence is VNPNLSKL. The MHC is H-2-Kb with pseudo-sequence H-2-Kb. The binding affinity (normalized) is 0.387. (5) The peptide sequence is GFCIPSRSK. The MHC is HLA-A03:01 with pseudo-sequence HLA-A03:01. The binding affinity (normalized) is 0.364. (6) The peptide sequence is YTFCRLNVK. The MHC is HLA-B15:01 with pseudo-sequence HLA-B15:01. The binding affinity (normalized) is 0.0847.